The task is: Predict the product of the given reaction.. This data is from Forward reaction prediction with 1.9M reactions from USPTO patents (1976-2016). (1) Given the reactants [Cl:1][C:2]1[CH:9]=[CH:8][C:5]([CH:6]=O)=[CH:4][C:3]=1[N+:10]([O-:12])=[O:11].[C:13]([NH:16][NH2:17])([NH2:15])=[NH:14].Cl, predict the reaction product. The product is: [ClH:1].[Cl:1][C:2]1[CH:9]=[CH:8][C:5]([CH:6]=[N:17][NH:16][C:13]([NH2:15])=[NH:14])=[CH:4][C:3]=1[N+:10]([O-:12])=[O:11]. (2) Given the reactants C(OC([NH:8][CH2:9][C@H:10]1[CH2:15][CH2:14][C@H:13]([C:16]([NH:18][C@H:19]([C:49](=[O:62])[NH:50][C:51]2[CH:56]=[CH:55][C:54]([C:57]3[N:58]=[N:59][NH:60][N:61]=3)=[CH:53][CH:52]=2)[CH2:20][C:21]2[CH:26]=[CH:25][C:24]([C:27]3[CH:32]=[CH:31][C:30]([C:33]([N:35]4[CH2:40][CH2:39][N:38](C(OC(C)(C)C)=O)[CH2:37][CH2:36]4)=[O:34])=[CH:29][C:28]=3[CH3:48])=[CH:23][CH:22]=2)=[O:17])[CH2:12][CH2:11]1)=O)(C)(C)C.[ClH:63], predict the reaction product. The product is: [ClH:63].[NH2:8][CH2:9][C@H:10]1[CH2:11][CH2:12][C@H:13]([C:16]([NH:18][C@@H:19]([CH2:20][C:21]2[CH:26]=[CH:25][C:24]([C:27]3[CH:32]=[CH:31][C:30]([C:33]([N:35]4[CH2:36][CH2:37][NH:38][CH2:39][CH2:40]4)=[O:34])=[CH:29][C:28]=3[CH3:48])=[CH:23][CH:22]=2)[C:49](=[O:62])[NH:50][C:51]2[CH:56]=[CH:55][C:54]([C:57]3[N:61]=[N:60][NH:59][N:58]=3)=[CH:53][CH:52]=2)=[O:17])[CH2:14][CH2:15]1.